From a dataset of Forward reaction prediction with 1.9M reactions from USPTO patents (1976-2016). Predict the product of the given reaction. (1) The product is: [N:35]1[CH:36]=[CH:37][N:38]2[CH2:43][CH2:42][N:41]([C:31]([CH:28]3[CH2:29][CH2:30][CH:25]([NH:24][C:20]4[N:19]=[C:18]([N:13]5[C:14]6[C:10](=[C:9]([O:8][CH2:7][CH2:6][CH2:5][S:2]([CH3:1])(=[O:4])=[O:3])[CH:17]=[CH:16][CH:15]=6)[CH:11]=[CH:12]5)[CH:23]=[CH:22][N:21]=4)[CH2:26][CH2:27]3)=[O:32])[CH2:40][C:39]=12. Given the reactants [CH3:1][S:2]([CH2:5][CH2:6][CH2:7][O:8][C:9]1[CH:17]=[CH:16][CH:15]=[C:14]2[C:10]=1[CH:11]=[CH:12][N:13]2[C:18]1[CH:23]=[CH:22][N:21]=[C:20]([NH:24][CH:25]2[CH2:30][CH2:29][CH:28]([C:31]([O-])=[O:32])[CH2:27][CH2:26]2)[N:19]=1)(=[O:4])=[O:3].[Na+].[N:35]1[CH:36]=[CH:37][N:38]2[CH2:43][CH2:42][NH:41][CH2:40][C:39]=12.CCN(C(C)C)C(C)C.C1COCC1, predict the reaction product. (2) Given the reactants [Br:1][C:2]1[CH:3]=[CH:4][C:5](F)=[C:6]([CH:9]=1)[CH:7]=[O:8].[OH:11][C:12]1[CH:13]=[CH:14][C:15]2[S:19][CH2:18][CH2:17][C:16]=2[CH:20]=1.C([O-])([O-])=O.[K+].[K+], predict the reaction product. The product is: [Br:1][C:2]1[CH:3]=[CH:4][C:5]([O:11][C:12]2[CH:13]=[CH:14][C:15]3[S:19][CH2:18][CH2:17][C:16]=3[CH:20]=2)=[C:6]([CH:9]=1)[CH:7]=[O:8]. (3) Given the reactants [Cl:1][C:2]1[CH:3]=[CH:4][CH:5]=[C:6]2[C:11]=1[N:10]=[N:9][C:8]([C:12]1[CH:17]=[CH:16][CH:15]=[CH:14][CH:13]=1)=[C:7]2[C:18]1[CH:19]=[C:20]([NH2:24])[CH:21]=[CH:22][CH:23]=1.[Cl:25][C:26]1[CH:27]=[CH:28][C:29]([C:34]([F:37])([F:36])[F:35])=[C:30]([CH:33]=1)[CH:31]=O, predict the reaction product. The product is: [Cl:1][C:2]1[CH:3]=[CH:4][CH:5]=[C:6]2[C:11]=1[N:10]=[N:9][C:8]([C:12]1[CH:13]=[CH:14][CH:15]=[CH:16][CH:17]=1)=[C:7]2[C:18]1[CH:19]=[C:20]([NH:24][CH2:31][C:30]2[CH:33]=[C:26]([Cl:25])[CH:27]=[CH:28][C:29]=2[C:34]([F:36])([F:35])[F:37])[CH:21]=[CH:22][CH:23]=1.